From a dataset of Forward reaction prediction with 1.9M reactions from USPTO patents (1976-2016). Predict the product of the given reaction. (1) Given the reactants [Cl:1][C:2]1[N:7]=[C:6](/[CH:8]=[C:9](/[C:11]2[CH:12]=[C:13]([NH:17][S:18]([C:21]3[C:26]([F:27])=[CH:25][CH:24]=[CH:23][C:22]=3[F:28])(=[O:20])=[O:19])[CH:14]=[CH:15][CH:16]=2)\O)[CH:5]=[CH:4][N:3]=1.C1C(=O)N(Br)C(=O)C1.[N:37]1([C:42](=[S:44])[NH2:43])[CH2:41][CH2:40][CH2:39][CH2:38]1, predict the reaction product. The product is: [Cl:1][C:2]1[N:7]=[C:6]([C:8]2[S:44][C:42]([N:37]3[CH2:41][CH2:40][CH2:39][CH2:38]3)=[N:43][C:9]=2[C:11]2[CH:12]=[C:13]([NH:17][S:18]([C:21]3[C:26]([F:27])=[CH:25][CH:24]=[CH:23][C:22]=3[F:28])(=[O:20])=[O:19])[CH:14]=[CH:15][CH:16]=2)[CH:5]=[CH:4][N:3]=1. (2) Given the reactants Br[C:2]1[CH:7]=[CH:6][C:5]([C:8]([OH:11])([CH3:10])[CH3:9])=[CH:4][CH:3]=1.[CH3:12][C:13]1([CH3:29])[C:17]([CH3:19])([CH3:18])[O:16][B:15]([B:15]2[O:16][C:17]([CH3:19])([CH3:18])[C:13]([CH3:29])([CH3:12])[O:14]2)[O:14]1.CC([O-])=O.[K+], predict the reaction product. The product is: [CH3:12][C:13]1([CH3:29])[C:17]([CH3:19])([CH3:18])[O:16][B:15]([C:2]2[CH:7]=[CH:6][C:5]([C:8]([OH:11])([CH3:10])[CH3:9])=[CH:4][CH:3]=2)[O:14]1. (3) Given the reactants [Br:1][C:2]1[CH:10]=[CH:9][CH:8]=[C:7]2[C:3]=1[CH:4]=[C:5]([Cl:21])[N:6]2S(C1C=CC(C)=CC=1)(=O)=O.[OH-].[Na+].Cl, predict the reaction product. The product is: [Br:1][C:2]1[CH:10]=[CH:9][CH:8]=[C:7]2[C:3]=1[CH:4]=[C:5]([Cl:21])[NH:6]2. (4) Given the reactants [CH3:1][N:2]1[C:11]2[C:6](=[CH:7][CH:8]=[CH:9][CH:10]=2)[CH:5]=[C:4]([CH:12]=O)[C:3]1=[O:14].C([O-])(=O)C.[Na+].[Cl-].[C:21]1([CH:27]([CH:30]2[CH2:35][CH2:34][O:33][CH2:32][CH2:31]2)[CH2:28][NH3+:29])[CH:26]=[CH:25][CH:24]=[CH:23][CH:22]=1.C(O)(=O)C.C(O[BH-](OC(=O)C)OC(=O)C)(=O)C.[Na+], predict the reaction product. The product is: [CH3:1][N:2]1[C:11]2[C:6](=[CH:7][CH:8]=[CH:9][CH:10]=2)[CH:5]=[C:4]([CH2:12][NH:29][CH2:28][CH:27]([C:21]2[CH:26]=[CH:25][CH:24]=[CH:23][CH:22]=2)[CH:30]2[CH2:31][CH2:32][O:33][CH2:34][CH2:35]2)[C:3]1=[O:14]. (5) Given the reactants Cl.[Cl:2][C:3]1[CH:8]=[CH:7][C:6]([C:9]([CH:11]2[CH2:16][CH2:15][NH:14][CH2:13][CH2:12]2)=[O:10])=[CH:5][CH:4]=1.[S:17]1[CH:21]=[CH:20][CH:19]=[C:18]1[CH:22]=O.C(O[BH-](OC(=O)C)OC(=O)C)(=O)C.[Na+].C(O)C(N)(CO)CO.S(Cl)(C1C=CC(C)=CC=1)(=O)=O, predict the reaction product. The product is: [S:17]1[CH:21]=[CH:20][CH:19]=[C:18]1[CH2:22][N:14]1[CH2:15][CH2:16][CH:11]([C:9](=[O:10])[C:6]2[CH:7]=[CH:8][C:3]([Cl:2])=[CH:4][CH:5]=2)[CH2:12][CH2:13]1.